Dataset: Full USPTO retrosynthesis dataset with 1.9M reactions from patents (1976-2016). Task: Predict the reactants needed to synthesize the given product. (1) Given the product [CH:1]1([CH2:4][O:5][C:6]2[C:14]3[O:13][N:12]=[C:11]([CH2:15][CH2:16][CH:17]4[CH2:18][CH2:19][N:20]([C:23]([O:25][C:26]([CH3:27])([CH3:29])[CH3:28])=[O:24])[CH2:21][CH2:22]4)[C:10]=3[CH:9]=[CH:8][C:7]=2[CH2:30][N:33]([CH3:34])[CH3:32])[CH2:3][CH2:2]1, predict the reactants needed to synthesize it. The reactants are: [CH:1]1([CH2:4][O:5][C:6]2[C:14]3[O:13][N:12]=[C:11]([CH2:15][CH2:16][CH:17]4[CH2:22][CH2:21][N:20]([C:23]([O:25][C:26]([CH3:29])([CH3:28])[CH3:27])=[O:24])[CH2:19][CH2:18]4)[C:10]=3[CH:9]=[CH:8][C:7]=2[CH:30]=O)[CH2:3][CH2:2]1.[CH3:32][NH:33][CH3:34].C(O[BH-](OC(=O)C)OC(=O)C)(=O)C.[Na+]. (2) Given the product [CH2:1]([O:5][C:6]1[CH:11]=[C:10]([CH2:12][OH:13])[CH:9]=[CH:8][C:7]=1[C:19]1[CH:24]=[C:23]([O:25][CH3:26])[CH:22]=[CH:21][C:20]=1[F:27])[CH2:2][CH2:3][CH3:4], predict the reactants needed to synthesize it. The reactants are: [CH2:1]([O:5][C:6]1[CH:11]=[C:10]([C:12](OCCCC)=[O:13])[CH:9]=[CH:8][C:7]=1[C:19]1[CH:24]=[C:23]([O:25][CH3:26])[CH:22]=[CH:21][C:20]=1[F:27])[CH2:2][CH2:3][CH3:4].[H-].[H-].[H-].[H-].[Li+].[Al+3]. (3) The reactants are: [NH2:1][C@H:2]1[CH2:6][CH2:5][N:4]([C@H:7]([C:12]([N:14]2[CH2:19][CH2:18][O:17][CH2:16][CH2:15]2)=[O:13])[C@@H:8]([CH3:11])[CH2:9][CH3:10])[C:3]1=[O:20].CCN(C(C)C)C(C)C.[Cl:30][C:31]1[CH:36]=[CH:35][C:34]([C:37]2([CH2:42][S:43](Cl)(=[O:45])=[O:44])[O:41][CH2:40][CH2:39][O:38]2)=[CH:33][CH:32]=1. Given the product [Cl:30][C:31]1[CH:36]=[CH:35][C:34]([C:37]2([CH2:42][S:43]([NH:1][C@H:2]3[CH2:6][CH2:5][N:4]([C@H:7]([C:12]([N:14]4[CH2:15][CH2:16][O:17][CH2:18][CH2:19]4)=[O:13])[C@@H:8]([CH3:11])[CH2:9][CH3:10])[C:3]3=[O:20])(=[O:44])=[O:45])[O:41][CH2:40][CH2:39][O:38]2)=[CH:33][CH:32]=1, predict the reactants needed to synthesize it. (4) Given the product [Br:16][C:17]1[C:22]([NH:23][S:8]([C:5]2[CH:6]=[CH:7][C:2]([Cl:1])=[C:3]([C:12]([F:15])([F:14])[F:13])[CH:4]=2)(=[O:10])=[O:9])=[CH:21][C:20]([Cl:24])=[CH:19][N:18]=1, predict the reactants needed to synthesize it. The reactants are: [Cl:1][C:2]1[CH:7]=[CH:6][C:5]([S:8](Cl)(=[O:10])=[O:9])=[CH:4][C:3]=1[C:12]([F:15])([F:14])[F:13].[Br:16][C:17]1[C:22]([NH2:23])=[CH:21][C:20]([Cl:24])=[CH:19][N:18]=1. (5) Given the product [ClH:19].[NH2:2][C:3]1[N:7]2[N:8]=[C:9]([C:14]([O:16][CH3:21])=[O:15])[C:10]([CH3:13])=[C:11]([CH3:12])[C:6]2=[N:5][N:4]=1, predict the reactants needed to synthesize it. The reactants are: Cl.[NH2:2][C:3]1[N:7]2[N:8]=[C:9]([C:14]([OH:16])=[O:15])[C:10]([CH3:13])=[C:11]([CH3:12])[C:6]2=[N:5][N:4]=1.S(Cl)([Cl:19])=O.[CH3:21]O. (6) Given the product [C:27]([O:26][C:24]([N:23]1[CH:15]2[CH2:16][O:17][CH2:18][CH:19]1[C:20]1[CH:3]=[N:4][O:22][C:21]=1[CH:14]2[OH:13])=[O:25])([CH3:30])([CH3:29])[CH3:28], predict the reactants needed to synthesize it. The reactants are: C12NC(COC1)CC1O[N:4]=[CH:3]C2=1.[OH:13][CH:14]1[C:21](=[O:22])[CH2:20][CH:19]2[N:23]([C:24]([O:26][C:27]([CH3:30])([CH3:29])[CH3:28])=[O:25])[CH:15]1[CH2:16][O:17][CH2:18]2. (7) Given the product [CH:39]1[C:38]2[C:37]3[C:21](=[CH:33][C:34]4[C:35](=[CH:46][C:47]5[C:52]=4[C:51]4([C:53]6[CH:54]=[CH:55][CH:56]=[CH:57][C:58]=6[C:59]6[C:64]4=[CH:63][CH:62]=[CH:61][CH:60]=6)[CH:50]=[CH:49][CH:48]=5)[CH:36]=3)[C:1]3[CH:2]=[CH:3][C:4]([N:7]([C:76]4[CH:77]=[CH:78][C:73]([CH3:79])=[CH:74][CH:75]=4)[C:8]4[C:13]5[O:14][C:15]6[CH:20]=[CH:19][CH:18]=[CH:17][C:16]=6[C:12]=5[CH:11]=[CH:10][CH:9]=4)=[CH:5][C:6]=3[C:43]=2[CH:42]=[CH:41][CH:40]=1, predict the reactants needed to synthesize it. The reactants are: [C:1]1([CH3:21])[CH:6]=[CH:5][C:4]([NH:7][C:8]2[C:13]3[O:14][C:15]4[CH:20]=[CH:19][CH:18]=[CH:17][C:16]=4[C:12]=3[CH:11]=[CH:10][CH:9]=2)=[CH:3][CH:2]=1.FC(F)(F)S(OC1C=CC2C3[C:37]([C:38]4[CH:39]=[CH:40][CH:41]=[CH:42][C:43]=4C=2C=1)=[CH:36][C:35]1=[CH:46][C:47]2[C:52]([C:51]4([C:64]5[CH:63]=[CH:62][CH:61]=[CH:60][C:59]=5[C:58]5[C:53]4=[CH:54][CH:55]=[CH:56][CH:57]=5)[CH:50]=[CH:49][CH:48]=2)=[C:34]1[CH:33]=3)(=O)=O.C(=O)([O-])[O-].[K+].[K+].[C:73]1([CH3:79])[CH:78]=[CH:77][CH:76]=[CH:75][CH:74]=1.